This data is from Peptide-MHC class I binding affinity with 185,985 pairs from IEDB/IMGT. The task is: Regression. Given a peptide amino acid sequence and an MHC pseudo amino acid sequence, predict their binding affinity value. This is MHC class I binding data. (1) The peptide sequence is MPEWANFKF. The MHC is HLA-B51:01 with pseudo-sequence HLA-B51:01. The binding affinity (normalized) is 0.0528. (2) The peptide sequence is RAIRGEQLL. The MHC is Mamu-A2201 with pseudo-sequence Mamu-A2201. The binding affinity (normalized) is 0. (3) The peptide sequence is DVEKEKFVA. The MHC is HLA-A02:02 with pseudo-sequence HLA-A02:02. The binding affinity (normalized) is 0. (4) The peptide sequence is MLVGHMPFM. The MHC is HLA-A69:01 with pseudo-sequence HLA-A69:01. The binding affinity (normalized) is 0.570. (5) The peptide sequence is ETKKTMLAL. The MHC is HLA-A25:01 with pseudo-sequence HLA-A25:01. The binding affinity (normalized) is 0.606. (6) The peptide sequence is FHSRFVQAL. The MHC is HLA-B58:01 with pseudo-sequence HLA-B58:01. The binding affinity (normalized) is 0.0847.